Dataset: Reaction yield outcomes from USPTO patents with 853,638 reactions. Task: Predict the reaction yield, written as a fraction of the theoretical maximum amount of product (1.0 means a 100% yield; for example, 0.34 means a 34% yield). (1) The reactants are F[C:2]1[C:7]([N+:8]([O-:10])=[O:9])=[CH:6][C:5]([NH:11][C:12]2[N:17]=[C:16]([C:18]3[CH:19]=[N:20][N:21]4[CH2:26][CH2:25][CH2:24][CH2:23][C:22]=34)[CH:15]=[CH:14][N:13]=2)=[C:4]([O:27][CH3:28])[CH:3]=1.Cl.Cl.[CH3:31][N:32]1[CH2:39][CH2:38][CH2:37][C:33]21[CH2:36][NH:35][CH2:34]2.CCN(C(C)C)C(C)C. The catalyst is CC(N(C)C)=O. The product is [CH3:28][O:27][C:4]1[CH:3]=[C:2]([N:35]2[CH2:36][C:33]3([N:32]([CH3:31])[CH2:39][CH2:38][CH2:37]3)[CH2:34]2)[C:7]([N+:8]([O-:10])=[O:9])=[CH:6][C:5]=1[NH:11][C:12]1[N:17]=[C:16]([C:18]2[CH:19]=[N:20][N:21]3[CH2:26][CH2:25][CH2:24][CH2:23][C:22]=23)[CH:15]=[CH:14][N:13]=1. The yield is 0.840. (2) The reactants are C(OC([N:8]1[CH2:13][CH2:12][N:11]([C:14]2[CH:19]=[C:18]([C:20]3[CH:25]=[CH:24][CH:23]=[CH:22][C:21]=3[CH3:26])[C:17]([C:27](=[O:45])[N:28]([CH2:30][C:31]3[CH:36]=[C:35]([C:37]([F:40])([F:39])[F:38])[CH:34]=[C:33]([C:41]([F:44])([F:43])[F:42])[CH:32]=3)[CH3:29])=[CH:16][N:15]=2)[CH2:10][CH2:9]1)=O)(C)(C)C.CO.[OH-].[Na+]. The catalyst is C(OCC)(=O)C. The product is [F:43][C:41]([F:42])([F:44])[C:33]1[CH:32]=[C:31]([CH:36]=[C:35]([C:37]([F:39])([F:40])[F:38])[CH:34]=1)[CH2:30][N:28]([CH3:29])[C:27](=[O:45])[C:17]1[C:18]([C:20]2[CH:25]=[CH:24][CH:23]=[CH:22][C:21]=2[CH3:26])=[CH:19][C:14]([N:11]2[CH2:10][CH2:9][NH:8][CH2:13][CH2:12]2)=[N:15][CH:16]=1. The yield is 0.874. (3) The reactants are [CH:1]1([N:6]2[C:10]3[N:11]=[C:12]([C:28]4[CH2:29][C:30]([CH3:37])([CH3:36])[NH:31][C:32]([CH3:35])([CH3:34])[CH:33]=4)[CH:13]=[C:14]([C:15]([NH:17][CH2:18][C:19]4[C:20](=[O:27])[NH:21][C:22]([CH3:26])=[CH:23][C:24]=4[CH3:25])=[O:16])[C:9]=3[CH:8]=[N:7]2)[CH2:5][CH2:4][CH2:3][CH2:2]1. The catalyst is CCO.[Pd]. The product is [CH:1]1([N:6]2[C:10]3[N:11]=[C:12]([CH:28]4[CH2:33][C:32]([CH3:35])([CH3:34])[NH:31][C:30]([CH3:37])([CH3:36])[CH2:29]4)[CH:13]=[C:14]([C:15]([NH:17][CH2:18][C:19]4[C:20](=[O:27])[NH:21][C:22]([CH3:26])=[CH:23][C:24]=4[CH3:25])=[O:16])[C:9]=3[CH:8]=[N:7]2)[CH2:2][CH2:3][CH2:4][CH2:5]1. The yield is 0.750. (4) The reactants are [CH2:1]([O:8][C:9]1C(C=O)=[CH:13][CH:12]=[C:11]([Cl:17])[C:10]=1[C:18]1[CH:23]=[CH:22][CH:21]=[CH:20][C:19]=1[Cl:24])[C:2]1[CH:7]=[CH:6][CH:5]=[CH:4][CH:3]=1.C1C=C(Cl)C=C(C(OO)=O)C=1.[C:36](=[O:39])(O)[O-].[Na+]. The catalyst is C(Cl)Cl.CO. The product is [CH2:1]([O:8][C:9]1[C:36]([OH:39])=[CH:13][CH:12]=[C:11]([Cl:17])[C:10]=1[C:18]1[CH:23]=[CH:22][CH:21]=[CH:20][C:19]=1[Cl:24])[C:2]1[CH:3]=[CH:4][CH:5]=[CH:6][CH:7]=1. The yield is 0.860. (5) The reactants are C[C:2]1[CH:7]=[CH:6][C:5](C)=[CH:4][C:3]=1[NH:9][C:10](=[O:13])[CH2:11]Cl.[N:14]1[CH:19]=[CH:18][CH:17]=[CH:16][C:15]=1[N:20]1[CH2:25][CH2:24][NH:23][CH2:22][CH2:21]1. No catalyst specified. The product is [N:14]1[CH:19]=[CH:18][CH:17]=[CH:16][C:15]=1[N:20]1[CH2:21][CH2:22][N:23]([CH2:11][C:10]([NH:9][C:3]2[CH:4]=[CH:5][CH:6]=[CH:7][C:2]=2[NH:9][C:10](=[O:13])[CH2:11][N:23]2[CH2:22][CH2:21][N:20]([C:15]3[CH:16]=[CH:17][CH:18]=[CH:19][N:14]=3)[CH2:25][CH2:24]2)=[O:13])[CH2:24][CH2:25]1. The yield is 0.740. (6) The reactants are [Cl:1][C:2]1[CH:3]=[C:4]([C:9](=O)[CH3:10])[CH:5]=[CH:6][C:7]=1[Cl:8].[NH2:12][C:13]([NH2:15])=[S:14]. No catalyst specified. The product is [NH2:15][C:13]1[S:14][CH:10]=[C:9]([C:4]2[CH:5]=[CH:6][C:7]([Cl:8])=[C:2]([Cl:1])[CH:3]=2)[N:12]=1. The yield is 0.778. (7) The reactants are C([O:3][C:4](=[O:21])/[C:5](=[CH:12]/[C:13]1[CH:18]=[C:17]([Cl:19])[CH:16]=[C:15]([Cl:20])[CH:14]=1)/[CH2:6][C:7]([O:9]CC)=O)C. The catalyst is OS(O)(=O)=O. The product is [Cl:19][C:17]1[CH:16]=[C:15]([Cl:20])[CH:14]=[C:13]2[C:18]=1[C:7]([OH:9])=[CH:6][C:5]([C:4]([OH:3])=[O:21])=[CH:12]2. The yield is 0.820.